This data is from Reaction yield outcomes from USPTO patents with 853,638 reactions. The task is: Predict the reaction yield, written as a fraction of the theoretical maximum amount of product (1.0 means a 100% yield; for example, 0.34 means a 34% yield). (1) The reactants are [Br:1][C:2]1[CH:3]=[CH:4][C:5](=[O:8])[NH:6][CH:7]=1.[Al].[CH2:10](Br)[C:11]1[CH:16]=[CH:15][CH:14]=[CH:13][CH:12]=1. The catalyst is C1C=CC=CC=1.C(=O)([O-])[O-].[Ag+].[Ag+]. The product is [CH2:10]([O:8][C:5]1[CH:4]=[CH:3][C:2]([Br:1])=[CH:7][N:6]=1)[C:11]1[CH:16]=[CH:15][CH:14]=[CH:13][CH:12]=1. The yield is 0.950. (2) The reactants are [F:1][C:2]1[CH:34]=[CH:33][C:5]([C:6]([NH:8][C@H:9]2[C:17]3[C:12](=[CH:13][CH:14]=[C:15]([N:18]4[CH2:23][CH2:22][N:21]([C:24]([O:26][C:27]([CH3:30])([CH3:29])[CH3:28])=[O:25])[CH2:20][C:19]4=O)[CH:16]=3)[CH2:11][C@@H:10]2[OH:32])=[O:7])=[CH:4][CH:3]=1.O.C(=O)(O)[O-].[Na+]. The catalyst is O1CCCC1.C(OCC)(=O)C. The product is [F:1][C:2]1[CH:3]=[CH:4][C:5]([C:6]([NH:8][C@H:9]2[C:17]3[C:12](=[CH:13][CH:14]=[C:15]([N:18]4[CH2:23][CH2:22][N:21]([C:24]([O:26][C:27]([CH3:30])([CH3:28])[CH3:29])=[O:25])[CH2:20][CH2:19]4)[CH:16]=3)[CH2:11][C@@H:10]2[OH:32])=[O:7])=[CH:33][CH:34]=1. The yield is 0.790. (3) The reactants are [CH3:1][O:2][CH2:3][C@@H:4]1[CH2:6][C@H:5]1B(O)O.[NH2:10][C:11]1[CH:18]=[CH:17][CH:16]=[C:15](Br)[C:12]=1[C:13]#[N:14]. No catalyst specified. The product is [NH2:10][C:11]1[CH:18]=[CH:17][CH:16]=[C:15]([C@@H:5]2[CH2:6][C@H:4]2[CH2:3][O:2][CH3:1])[C:12]=1[C:13]#[N:14]. The yield is 0.640. (4) The reactants are [NH2:1][C:2]([CH:4]1[CH2:7][C:6]2([CH2:12][CH2:11][N:10]([C:13]([O:15]C(C)(C)C)=O)[CH2:9][CH2:8]2)[CH2:5]1)=[S:3].Br[CH2:21][C:22]([C:24]1[CH:29]=[CH:28][C:27]([O:30][C:31]([F:34])([F:33])[F:32])=[CH:26][CH:25]=1)=O.CCN(C(C)C)C(C)C.C1(OC(=O)[NH:52][C:53]2[O:57][N:56]=[C:55]([CH3:58])[C:54]=2[CH3:59])C=CC=CC=1. The catalyst is C(O)C.C(#N)C. The product is [CH3:58][C:55]1[C:54]([CH3:59])=[C:53]([NH:52][C:13]([N:10]2[CH2:9][CH2:8][C:6]3([CH2:5][CH:4]([C:2]4[S:3][CH:21]=[C:22]([C:24]5[CH:29]=[CH:28][C:27]([O:30][C:31]([F:34])([F:33])[F:32])=[CH:26][CH:25]=5)[N:1]=4)[CH2:7]3)[CH2:12][CH2:11]2)=[O:15])[O:57][N:56]=1. The yield is 0.137. (5) The reactants are [F:1][C:2]1[CH:7]=[C:6]([B:8]2[O:12][C:11]([CH3:14])([CH3:13])[C:10]([CH3:16])([CH3:15])[O:9]2)[CH:5]=[C:4]([F:17])[C:3]=1[OH:18].Br[CH2:20][CH2:21][CH2:22][CH2:23][C:24]([O:26][CH2:27][CH3:28])=[O:25].C([O-])([O-])=O.[Cs+].[Cs+]. The catalyst is CC#N. The product is [F:17][C:4]1[CH:5]=[C:6]([B:8]2[O:12][C:11]([CH3:13])([CH3:14])[C:10]([CH3:16])([CH3:15])[O:9]2)[CH:7]=[C:2]([F:1])[C:3]=1[O:18][CH2:20][CH2:21][CH2:22][CH2:23][C:24]([O:26][CH2:27][CH3:28])=[O:25]. The yield is 0.720.